This data is from Reaction yield outcomes from USPTO patents with 853,638 reactions. The task is: Predict the reaction yield, written as a fraction of the theoretical maximum amount of product (1.0 means a 100% yield; for example, 0.34 means a 34% yield). (1) The reactants are Cl[C:2]1[CH:7]=[C:6]([Cl:8])[N:5]=[C:4]([S:9][C:10]2[CH:15]=[CH:14][C:13]([NH:16][C:17](=[O:23])[CH2:18][C:19]([F:22])([F:21])[F:20])=[CH:12][CH:11]=2)[N:3]=1.[NH2:24][C:25]1[CH:29]=[C:28]([CH3:30])[NH:27][N:26]=1.[I-].[Na+].C(N(C(C)C)CC)(C)C. The catalyst is CN(C)C=O.ClCCl. The product is [Cl:8][C:6]1[CH:7]=[C:2]([NH:24][C:25]2[NH:26][N:27]=[C:28]([CH3:30])[CH:29]=2)[N:3]=[C:4]([S:9][C:10]2[CH:15]=[CH:14][C:13]([NH:16][C:17](=[O:23])[CH2:18][C:19]([F:22])([F:21])[F:20])=[CH:12][CH:11]=2)[N:5]=1. The yield is 0.720. (2) The catalyst is O1CCCC1. The product is [Cl:1][C:2]1[CH:3]=[CH:4][C:5]([N:8]2[C:13]([OH:14])=[C:12]([C:15]([NH:59][CH2:39][C:40]([OH:42])=[O:41])=[O:16])[C:11](=[O:20])[N:10]([CH2:21][C:22]3[CH:27]=[CH:26][CH:25]=[CH:24][CH:23]=3)[C:9]2=[O:28])=[CH:6][CH:7]=1. The reactants are [Cl:1][C:2]1[CH:7]=[CH:6][C:5]([N:8]2[C:13]([OH:14])=[C:12]([C:15](OCC)=[O:16])[C:11](=[O:20])[N:10]([CH2:21][C:22]3[CH:27]=[CH:26][CH:25]=[CH:24][CH:23]=3)[C:9]2=[O:28])=[CH:4][CH:3]=1.C1(CNC([CH:39](C(OCC)=O)[C:40]([O:42]CC)=[O:41])=O)C=CC=CC=1.[H-].[Na+].ClC1C=CC([N:59]=C=O)=CC=1.Cl. The yield is 0.560. (3) The reactants are [Cl:1][C:2]1[CH:10]=[CH:9][C:8](F)=[CH:7][C:3]=1[C:4]([OH:6])=O.CN(C(ON1N=NC2C=CC=CC1=2)=[N+](C)C)C.[B-](F)(F)(F)[F:30].[O:34]1[CH2:39][CH2:38][NH:37][C:36]2[N:40]=[C:41]([CH2:44][CH2:45][O:46][C:47]3[CH:59]=[CH:58][C:50]([CH2:51][C@@H:52]([C:54]([O:56]C)=[O:55])[NH2:53])=[CH:49][CH:48]=3)[CH:42]=[CH:43][C:35]1=2.[Li+].[OH-]. The catalyst is CN(C=O)C.O. The product is [Cl:1][C:2]1[CH:10]=[CH:9][CH:8]=[C:7]([F:30])[C:3]=1[C:4]([NH:53][C@H:52]([C:54]([OH:56])=[O:55])[CH2:51][C:50]1[CH:58]=[CH:59][C:47]([O:46][CH2:45][CH2:44][C:41]2[CH:42]=[CH:43][C:35]3[O:34][CH2:39][CH2:38][NH:37][C:36]=3[N:40]=2)=[CH:48][CH:49]=1)=[O:6]. The yield is 0.740.